Dataset: Reaction yield outcomes from USPTO patents with 853,638 reactions. Task: Predict the reaction yield, written as a fraction of the theoretical maximum amount of product (1.0 means a 100% yield; for example, 0.34 means a 34% yield). (1) The reactants are [O:1]=[C:2]1[CH2:6][CH2:5][CH2:4][N:3]1[CH2:7][CH2:8][CH2:9][NH:10][C:11]([C:13]1[CH:14]=[CH:15][C:16]([N:28]2[CH2:33][CH2:32][N:31]([C:34]3[CH:39]=[CH:38][CH:37]=[CH:36][C:35]=3[CH3:40])[CH2:30][CH2:29]2)=[C:17]([NH:19][C:20]([C:22]2[O:23][C:24](Br)=[CH:25][CH:26]=2)=[O:21])[CH:18]=1)=[O:12].C[Si]([C:45]#[CH:46])(C)C.C(N(CC)CC)C. The catalyst is C(#N)C.[Cu]I. The product is [O:1]=[C:2]1[CH2:6][CH2:5][CH2:4][N:3]1[CH2:7][CH2:8][CH2:9][NH:10][C:11]([C:13]1[CH:14]=[CH:15][C:16]([N:28]2[CH2:33][CH2:32][N:31]([C:34]3[CH:39]=[CH:38][CH:37]=[CH:36][C:35]=3[CH3:40])[CH2:30][CH2:29]2)=[C:17]([NH:19][C:20]([C:22]2[O:23][C:24]([C:45]#[CH:46])=[CH:25][CH:26]=2)=[O:21])[CH:18]=1)=[O:12]. The yield is 0.140. (2) The reactants are CC1C=CC(S(O[CH2:12][CH2:13][C:14]2[CH:19]=[CH:18][C:17]([C:20]3([CH2:24][S:25]([C:28]4[CH:33]=[CH:32][CH:31]=[CH:30][CH:29]=4)(=[O:27])=[O:26])[CH2:23][O:22][CH2:21]3)=[CH:16][CH:15]=2)(=O)=O)=CC=1.[C:34]1([C:40]([C:48]2[CH:53]=[CH:52][CH:51]=[CH:50][CH:49]=2)([CH:42]2[CH2:47][CH2:46][NH:45][CH2:44][CH2:43]2)[OH:41])[CH:39]=[CH:38][CH:37]=[CH:36][CH:35]=1. The catalyst is C(#N)C. The yield is 0.490. The product is [C:34]1([C:40]([C:48]2[CH:53]=[CH:52][CH:51]=[CH:50][CH:49]=2)([CH:42]2[CH2:47][CH2:46][N:45]([CH2:12][CH2:13][C:14]3[CH:15]=[CH:16][C:17]([C:20]4([CH2:24][S:25]([C:28]5[CH:33]=[CH:32][CH:31]=[CH:30][CH:29]=5)(=[O:26])=[O:27])[CH2:23][O:22][CH2:21]4)=[CH:18][CH:19]=3)[CH2:44][CH2:43]2)[OH:41])[CH:35]=[CH:36][CH:37]=[CH:38][CH:39]=1. (3) The reactants are [CH3:1][Mg]Br.[NH2:4][C:5]1[C:10]2=[C:11]([C:28]3[CH:33]=[CH:32][C:31]([NH:34][C:35]([NH:37][C:38]4[CH:43]=[C:42]([C:44]([F:47])([F:46])[F:45])[CH:41]=[CH:40][N:39]=4)=[O:36])=[CH:30][CH:29]=3)[C:12]([C:22](N(OC)C)=[O:23])=[C:13]([CH2:14][N:15]3[CH2:20][CH2:19][N:18]([CH3:21])[CH2:17][CH2:16]3)[N:9]2[N:8]=[CH:7][N:6]=1. The catalyst is C1COCC1. The product is [C:22]([C:12]1[C:11]([C:28]2[CH:29]=[CH:30][C:31]([NH:34][C:35]([NH:37][C:38]3[CH:43]=[C:42]([C:44]([F:45])([F:47])[F:46])[CH:41]=[CH:40][N:39]=3)=[O:36])=[CH:32][CH:33]=2)=[C:10]2[N:9]([C:13]=1[CH2:14][N:15]1[CH2:20][CH2:19][N:18]([CH3:21])[CH2:17][CH2:16]1)[N:8]=[CH:7][N:6]=[C:5]2[NH2:4])(=[O:23])[CH3:1]. The yield is 0.409.